This data is from Full USPTO retrosynthesis dataset with 1.9M reactions from patents (1976-2016). The task is: Predict the reactants needed to synthesize the given product. (1) Given the product [C:23]([O:26][CH2:27][C:28]1[C:29]([N:43]2[CH2:55][CH2:54][N:46]3[C:47]4[CH2:48][CH2:49][CH2:50][CH2:51][C:52]=4[CH:53]=[C:45]3[C:44]2=[O:56])=[N:30][CH:31]=[CH:32][C:33]=1[C:2]1[CH:3]=[C:4]([NH:10][C:11]2[CH:16]=[CH:15][C:14]([N:17]3[CH2:22][CH2:21][NH:20][CH2:19][CH2:18]3)=[CH:13][N:12]=2)[C:5](=[O:9])[N:6]([CH3:8])[CH:7]=1)(=[O:25])[CH3:24], predict the reactants needed to synthesize it. The reactants are: Br[C:2]1[CH:3]=[C:4]([NH:10][C:11]2[CH:16]=[CH:15][C:14]([N:17]3[CH2:22][CH2:21][NH:20][CH2:19][CH2:18]3)=[CH:13][N:12]=2)[C:5](=[O:9])[N:6]([CH3:8])[CH:7]=1.[C:23]([O:26][CH2:27][C:28]1[C:29]([N:43]2[CH2:55][CH2:54][N:46]3[C:47]4[CH2:48][CH2:49][CH2:50][CH2:51][C:52]=4[CH:53]=[C:45]3[C:44]2=[O:56])=[N:30][CH:31]=[CH:32][C:33]=1B1OC(C)(C)C(C)(C)O1)(=[O:25])[CH3:24].[O-]P([O-])([O-])=O.[K+].[K+].[K+]. (2) The reactants are: C(#N)C.[F:4][C:5]1[CH:10]=[CH:9][CH:8]=[C:7]([F:11])[C:6]=1[N:12]1[C:17]2[N:18]=[C:19]([NH:37][CH2:38][C:39]3[NH:40][CH:41]=[CH:42][N:43]=3)[N:20]=[C:21]([C:22]3[CH:23]=[C:24]([CH:33]=[CH:34][C:35]=3[CH3:36])[C:25]([NH:27][C:28]3[S:29][CH:30]=[CH:31][N:32]=3)=[O:26])[C:16]=2[CH:15]=[CH:14][C:13]1=[O:44].[S:45](=[O:49])(=[O:48])([OH:47])[OH:46]. Given the product [S:45]([OH:49])([OH:48])(=[O:47])=[O:46].[F:4][C:5]1[CH:10]=[CH:9][CH:8]=[C:7]([F:11])[C:6]=1[N:12]1[C:17]2[N:18]=[C:19]([NH:37][CH2:38][C:39]3[NH:43][CH:42]=[CH:41][N:40]=3)[N:20]=[C:21]([C:22]3[CH:23]=[C:24]([CH:33]=[CH:34][C:35]=3[CH3:36])[C:25]([NH:27][C:28]3[S:29][CH:30]=[CH:31][N:32]=3)=[O:26])[C:16]=2[CH:15]=[CH:14][C:13]1=[O:44], predict the reactants needed to synthesize it. (3) Given the product [NH2:9][C:10]1[CH:15]=[CH:14][C:13]([CH2:16][C:17]#[N:18])=[CH:12][C:11]=1[Cl:1], predict the reactants needed to synthesize it. The reactants are: [Cl:1]N1C(=O)CCC1=O.[NH2:9][C:10]1[CH:15]=[CH:14][C:13]([CH2:16][C:17]#[N:18])=[CH:12][CH:11]=1. (4) Given the product [Br:1][C:2]1[C:10]2[C:5](=[N:6][C:7]([NH2:16])=[N:8][CH:9]=2)[N:4]([CH3:15])[N:3]=1, predict the reactants needed to synthesize it. The reactants are: [Br:1][C:2]1[C:10]2[C:5](=[N:6][C:7](S(C)(=O)=O)=[N:8][CH:9]=2)[N:4]([CH3:15])[N:3]=1.[NH3:16]. (5) Given the product [Si:18]([O:17][C@@H:16]1[C:12](=[O:11])[CH2:13][N:14]([C:25]([O:27][C:28]([CH3:31])([CH3:30])[CH3:29])=[O:26])[CH2:15]1)([C:21]([CH3:24])([CH3:23])[CH3:22])([CH3:20])[CH3:19], predict the reactants needed to synthesize it. The reactants are: C(Cl)(=O)C(Cl)=O.CS(C)=O.[OH:11][C@@H:12]1[C@@H:16]([O:17][Si:18]([C:21]([CH3:24])([CH3:23])[CH3:22])([CH3:20])[CH3:19])[CH2:15][N:14]([C:25]([O:27][C:28]([CH3:31])([CH3:30])[CH3:29])=[O:26])[CH2:13]1.C(N(CC)CC)C. (6) Given the product [CH2:12]([O:19][C:20]1[CH:27]=[CH:26][C:23]([C:24]2[NH:1][N:2]=[C:3]([C:5]3[CH:10]=[CH:9][CH:8]=[C:7]([CH3:11])[N:6]=3)[N:4]=2)=[C:22]([OH:28])[CH:21]=1)[C:13]1[CH:14]=[CH:15][CH:16]=[CH:17][CH:18]=1, predict the reactants needed to synthesize it. The reactants are: [NH2:1][NH:2][C:3]([C:5]1[CH:10]=[CH:9][CH:8]=[C:7]([CH3:11])[N:6]=1)=[NH:4].[CH2:12]([O:19][C:20]1[CH:27]=[CH:26][C:23]([CH:24]=O)=[C:22]([OH:28])[CH:21]=1)[C:13]1[CH:18]=[CH:17][CH:16]=[CH:15][CH:14]=1.